Dataset: Catalyst prediction with 721,799 reactions and 888 catalyst types from USPTO. Task: Predict which catalyst facilitates the given reaction. (1) Reactant: [H-].[Na+].[CH:3]([CH:6]1[CH2:11][CH2:10][C:9](=[O:12])[CH2:8][CH2:7]1)([CH3:5])[CH3:4].[CH:13](OCC)=[O:14].C(O)C. Product: [CH:13]([CH:8]1[CH2:7][CH:6]([CH:3]([CH3:5])[CH3:4])[CH2:11][CH2:10][C:9]1=[O:12])=[O:14]. The catalyst class is: 28. (2) The catalyst class is: 2. Reactant: C1C=C[NH+]=CC=1.[O-][Cr](Cl)(=O)=O.[OH:12][CH2:13][CH2:14][CH2:15][CH2:16][CH2:17][C:18]([O:20][CH3:21])=[O:19]. Product: [CH:13]([CH2:14][CH2:15][CH2:16][CH2:17][C:18]([O:20][CH3:21])=[O:19])=[O:12]. (3) Reactant: [Cl:1][C:2]1[CH:10]=[CH:9][C:5]([CH2:6][C:7]#[N:8])=[CH:4][CH:3]=1.[CH3:11][C:12]([CH3:17])([CH3:16])[CH2:13][CH:14]=O.C[O-].[Na+]. Product: [Cl:1][C:2]1[CH:10]=[CH:9][C:5](/[C:6](=[CH:14]/[CH2:13][C:12]([CH3:17])([CH3:16])[CH3:11])/[C:7]#[N:8])=[CH:4][CH:3]=1. The catalyst class is: 5.